From a dataset of Forward reaction prediction with 1.9M reactions from USPTO patents (1976-2016). Predict the product of the given reaction. Given the reactants [NH2:1][C:2]1[N:3]=[C:4]([N:13]2[CH2:18][CH2:17][N:16]([C:19](=[O:29])[CH2:20][O:21][C:22]3[CH:27]=[CH:26][C:25]([Cl:28])=[CH:24][CH:23]=3)[CH2:15][CH2:14]2)[C:5]2[N:10]=[C:9]([S:11][CH3:12])[S:8][C:6]=2[N:7]=1.C1C=C(Cl)C=C(C(OO)=[O:38])C=1, predict the reaction product. The product is: [NH2:1][C:2]1[N:3]=[C:4]([N:13]2[CH2:18][CH2:17][N:16]([C:19](=[O:29])[CH2:20][O:21][C:22]3[CH:27]=[CH:26][C:25]([Cl:28])=[CH:24][CH:23]=3)[CH2:15][CH2:14]2)[C:5]2[N:10]=[C:9]([S:11]([CH3:12])=[O:38])[S:8][C:6]=2[N:7]=1.